This data is from NCI-60 drug combinations with 297,098 pairs across 59 cell lines. The task is: Regression. Given two drug SMILES strings and cell line genomic features, predict the synergy score measuring deviation from expected non-interaction effect. (1) Drug 1: CC1CCC2CC(C(=CC=CC=CC(CC(C(=O)C(C(C(=CC(C(=O)CC(OC(=O)C3CCCCN3C(=O)C(=O)C1(O2)O)C(C)CC4CCC(C(C4)OC)OP(=O)(C)C)C)C)O)OC)C)C)C)OC. Drug 2: CN1C=C(C=N1)C2=C3N=C(C(=C(N3N=C2)N)Br)C4CCCNC4. Cell line: HT29. Synergy scores: CSS=42.5, Synergy_ZIP=3.66, Synergy_Bliss=3.56, Synergy_Loewe=10.1, Synergy_HSA=11.0. (2) Drug 1: C1CC(C1)(C(=O)O)C(=O)O.[NH2-].[NH2-].[Pt+2]. Drug 2: CC=C1C(=O)NC(C(=O)OC2CC(=O)NC(C(=O)NC(CSSCCC=C2)C(=O)N1)C(C)C)C(C)C. Cell line: UACC-257. Synergy scores: CSS=29.9, Synergy_ZIP=0.352, Synergy_Bliss=1.70, Synergy_Loewe=-48.7, Synergy_HSA=0.677. (3) Cell line: SK-MEL-5. Drug 1: CN1CCC(CC1)COC2=C(C=C3C(=C2)N=CN=C3NC4=C(C=C(C=C4)Br)F)OC. Synergy scores: CSS=-10.6, Synergy_ZIP=5.66, Synergy_Bliss=4.63, Synergy_Loewe=-0.668, Synergy_HSA=-1.60. Drug 2: CC(C1=C(C=CC(=C1Cl)F)Cl)OC2=C(N=CC(=C2)C3=CN(N=C3)C4CCNCC4)N.